This data is from CYP2D6 inhibition data for predicting drug metabolism from PubChem BioAssay. The task is: Regression/Classification. Given a drug SMILES string, predict its absorption, distribution, metabolism, or excretion properties. Task type varies by dataset: regression for continuous measurements (e.g., permeability, clearance, half-life) or binary classification for categorical outcomes (e.g., BBB penetration, CYP inhibition). Dataset: cyp2d6_veith. (1) The molecule is NC(=O)c1csc(-c2ccc(CO)o2)n1. The result is 0 (non-inhibitor). (2) The result is 1 (inhibitor). The molecule is Br.Cc1ccc(C)c(C(=O)CN2C3=NCCCN3c3ccccc32)c1. (3) The compound is COc1ccc(C(C(=O)NC2CCCC2)N(C(=O)c2snc(-c3ccc(F)cc3)c2N)c2ccccc2)cc1. The result is 0 (non-inhibitor). (4) The drug is Cc1nc2cnc(N3CCOCC3)nc2n(CCC#N)c1=O. The result is 0 (non-inhibitor). (5) The drug is NC(=O)C1=CN([C@@H]2O[C@@H](COP(=O)([O-])OP(=O)([O-])OC[C@@H]3O[C@H](n4cnc5c(N)ncnc54)[C@@H](OP(=O)([O-])[O-])[C@@H]3O)[C@H](O)[C@@H]2O)C=CC1.[Na+].[Na+].[Na+].[Na+]. The result is 0 (non-inhibitor). (6) The drug is N#Cc1nc(-c2ccc(OCc3ccccc3)cc2)oc1NCCN1CCOCC1. The result is 0 (non-inhibitor).